Dataset: Reaction yield outcomes from USPTO patents with 853,638 reactions. Task: Predict the reaction yield, written as a fraction of the theoretical maximum amount of product (1.0 means a 100% yield; for example, 0.34 means a 34% yield). (1) The reactants are [OH-].[Na+].[Cl:3][C:4]1[N:9]=[C:8]([CH2:10][S:11]([CH3:20])(=[O:19])=[N:12]C(=O)C(F)(F)F)[CH:7]=[C:6]([N:21]2[CH2:26][CH2:25][O:24][CH2:23][C@H:22]2[CH3:27])[N:5]=1.Br[CH2:29][CH2:30]Br. The catalyst is [Br-].C([N+](CCCCCCCC)(CCCCCCCC)CCCCCCCC)CCCCCCC.CN1C2C(N=C(N)NC=2NCC1CNC1C=CC(C(NC(C(O)=O)CCC(O)=O)=O)=CC=1)=O. The product is [Cl:3][C:4]1[N:5]=[C:6]([N:21]2[CH2:26][CH2:25][O:24][CH2:23][C@H:22]2[CH3:27])[CH:7]=[C:8]([C:10]2([S:11]([CH3:20])(=[NH:12])=[O:19])[CH2:30][CH2:29]2)[N:9]=1. The yield is 0.660. (2) The reactants are [Br:1][C:2]1[C:3]([N:28]2[CH2:33][CH2:32][CH2:31][C@@H:30]([NH:34]C(=O)OC(C)(C)C)[CH2:29]2)=[C:4]2[C:10]([NH:11][C:12]([C:14]3[CH:15]=[N:16][N:17](CC4C=CC(OC)=CC=4)[CH:18]=3)=[O:13])=[CH:9][NH:8][C:5]2=[N:6][CH:7]=1.C(O)(C(F)(F)F)=O.C(Cl)[Cl:50]. No catalyst specified. The product is [ClH:50].[NH2:34][C@@H:30]1[CH2:31][CH2:32][CH2:33][N:28]([C:3]2[C:2]([Br:1])=[CH:7][N:6]=[C:5]3[NH:8][CH:9]=[C:10]([NH:11][C:12]([C:14]4[CH:18]=[N:17][NH:16][CH:15]=4)=[O:13])[C:4]=23)[CH2:29]1. The yield is 0.500.